This data is from Reaction yield outcomes from USPTO patents with 853,638 reactions. The task is: Predict the reaction yield, written as a fraction of the theoretical maximum amount of product (1.0 means a 100% yield; for example, 0.34 means a 34% yield). (1) The reactants are [Si]([O:8][C:9]1[CH:14]=[C:13]([CH3:15])[C:12]([C:16]2[CH:21]=[CH:20][CH:19]=[C:18]([CH2:22][O:23][C:24]3[CH:29]=[CH:28][C:27]([CH2:30][CH2:31][C:32]([O:34][C:35]([CH3:38])([CH3:37])[CH3:36])=[O:33])=[CH:26][CH:25]=3)[CH:17]=2)=[C:11]([CH3:39])[CH:10]=1)(C(C)(C)C)(C)C.[F-].C([N+](CCCC)(CCCC)CCCC)CCC. The catalyst is O1CCCC1. The product is [OH:8][C:9]1[CH:10]=[C:11]([CH3:39])[C:12]([C:16]2[CH:21]=[CH:20][CH:19]=[C:18]([CH2:22][O:23][C:24]3[CH:29]=[CH:28][C:27]([CH2:30][CH2:31][C:32]([O:34][C:35]([CH3:37])([CH3:36])[CH3:38])=[O:33])=[CH:26][CH:25]=3)[CH:17]=2)=[C:13]([CH3:15])[CH:14]=1. The yield is 0.900. (2) The reactants are [F:1][C:2]1([F:27])[CH2:7][CH2:6][CH:5]([CH2:8][NH:9][C:10]([C:12]2[C:13]3[CH:14]=[CH:15][C:16]([C:23]#[C:24][CH2:25][OH:26])=[N:17][C:18]=3[CH:19]=[CH:20][C:21]=2[Cl:22])=[O:11])[CH2:4][CH2:3]1.C[SiH](C)C. The catalyst is CO.[Pd]. The product is [F:27][C:2]1([F:1])[CH2:7][CH2:6][CH:5]([CH2:8][NH:9][C:10]([C:12]2[C:13]3[CH:14]=[CH:15][C:16]([CH2:23][CH2:24][CH2:25][OH:26])=[N:17][C:18]=3[CH:19]=[CH:20][C:21]=2[Cl:22])=[O:11])[CH2:4][CH2:3]1. The yield is 0.290.